Dataset: Forward reaction prediction with 1.9M reactions from USPTO patents (1976-2016). Task: Predict the product of the given reaction. (1) Given the reactants F[C:2]1[CH:7]=[CH:6][C:5]([N+:8]([O-])=O)=[CH:4][C:3]=1[CH3:11].[S:12]1[C:16]2=[CH:17][CH:18]=[CH:19][C:20]([OH:21])=[C:15]2[CH:14]=[N:13]1.C(=O)([O-])[O-].[K+].[K+].O, predict the reaction product. The product is: [S:12]1[C:16]2[CH:17]=[CH:18][CH:19]=[C:20]([O:21][C:2]3[CH:7]=[CH:6][C:5]([NH2:8])=[CH:4][C:3]=3[CH3:11])[C:15]=2[CH:14]=[N:13]1. (2) Given the reactants [Br:1][C:2]1[CH:10]=[CH:9][CH:8]=[C:7]2[C:3]=1[CH:4]=[N:5][NH:6]2.C([O-])([O-])=O.[Cs+].[Cs+].Br[CH2:18][CH2:19][C:20]([CH3:27])([CH3:26])[C:21]([O:23][CH2:24][CH3:25])=[O:22], predict the reaction product. The product is: [Br:1][C:2]1[CH:10]=[CH:9][CH:8]=[C:7]2[C:3]=1[CH:4]=[N:5][N:6]2[CH2:18][CH2:19][C:20]([CH3:27])([CH3:26])[C:21]([O:23][CH2:24][CH3:25])=[O:22]. (3) Given the reactants [F:1][C:2]1[CH:9]=[CH:8][C:5]([CH:6]=O)=[CH:4][C:3]=1[Cl:10].BrC1C=CC(C[NH:17][CH2:18][CH:19]([O:22][CH3:23])[O:20][CH3:21])=CC=1, predict the reaction product. The product is: [F:1][C:2]1[CH:9]=[CH:8][C:5]([CH2:6][NH:17][CH2:18][CH:19]([O:22][CH3:23])[O:20][CH3:21])=[CH:4][C:3]=1[Cl:10].